Dataset: Drug-induced liver injury (DILI) classification data. Task: Regression/Classification. Given a drug SMILES string, predict its toxicity properties. Task type varies by dataset: regression for continuous values (e.g., LD50, hERG inhibition percentage) or binary classification for toxic/non-toxic outcomes (e.g., AMES mutagenicity, cardiotoxicity, hepatotoxicity). Dataset: dili. The compound is CN1CCN(CCCN2c3ccccc3Sc3ccc(Cl)cc32)CC1. The result is 1 (causes liver injury).